From a dataset of Forward reaction prediction with 1.9M reactions from USPTO patents (1976-2016). Predict the product of the given reaction. (1) Given the reactants [CH2:1]([O:8][C:9]1[CH:14]=[C:13]([CH:15]=[CH:16][C:17]2[CH:18]=[N:19][NH:20][CH:21]=2)[CH:12]=[CH:11][C:10]=1[N:22]1[S:26](=[O:28])(=[O:27])[N:25]([CH2:29][CH2:30][Si:31]([CH3:34])([CH3:33])[CH3:32])[C:24](=[O:35])[CH2:23]1)[C:2]1[CH:7]=[CH:6][CH:5]=[CH:4][CH:3]=1.CI.[C:38]([O-])([O-])=O.[K+].[K+], predict the reaction product. The product is: [CH2:1]([O:8][C:9]1[CH:14]=[C:13]([CH:15]=[CH:16][C:17]2[CH:21]=[N:20][N:19]([CH3:38])[CH:18]=2)[CH:12]=[CH:11][C:10]=1[N:22]1[S:26](=[O:27])(=[O:28])[N:25]([CH2:29][CH2:30][Si:31]([CH3:33])([CH3:32])[CH3:34])[C:24](=[O:35])[CH2:23]1)[C:2]1[CH:3]=[CH:4][CH:5]=[CH:6][CH:7]=1. (2) Given the reactants Cl[C:2]1[CH:7]=[C:6]([Cl:8])[CH:5]=[C:4]([C:9]2[CH:14]=[CH:13][C:12]([O:15][CH:16]([CH3:18])[CH3:17])=[CH:11][CH:10]=2)[N:3]=1.C([Sn](CCCC)(CCCC)[C:24]1[CH:29]=[CH:28][CH:27]=[CH:26][N:25]=1)CCC.[F-].[Cs+].C(O)(C(F)(F)F)=O, predict the reaction product. The product is: [Cl:8][C:6]1[CH:5]=[C:4]([C:9]2[CH:14]=[CH:13][C:12]([O:15][CH:16]([CH3:18])[CH3:17])=[CH:11][CH:10]=2)[N:3]=[C:2]([C:24]2[CH:29]=[CH:28][CH:27]=[CH:26][N:25]=2)[CH:7]=1. (3) Given the reactants P(Cl)(Cl)(Cl)=O.[ClH:6].[N:7]1([C:13]2[CH:14]=[N:15][C:16](O)=[N:17][CH:18]=2)[CH2:12][CH2:11][O:10][CH2:9][CH2:8]1.CCN(C1C=CC=CC=1)CC.C(=O)([O-])O.[Na+], predict the reaction product. The product is: [Cl:6][C:16]1[N:15]=[CH:14][C:13]([N:7]2[CH2:12][CH2:11][O:10][CH2:9][CH2:8]2)=[CH:18][N:17]=1. (4) Given the reactants [N+:1]([C:4]1[S:8][C:7]([C:9]2[O:10][C:11]3[CH:16]=[CH:15][N:14]=[CH:13][C:12]=3[N:17]=2)=[CH:6][CH:5]=1)([O-])=O.[NH4+].[Cl-].C(OCC)(=O)C.CCN(CC)CC, predict the reaction product. The product is: [O:10]1[C:11]2[CH:16]=[CH:15][N:14]=[CH:13][C:12]=2[N:17]=[C:9]1[C:7]1[S:8][C:4]([NH2:1])=[CH:5][CH:6]=1.